Dataset: Full USPTO retrosynthesis dataset with 1.9M reactions from patents (1976-2016). Task: Predict the reactants needed to synthesize the given product. (1) Given the product [F:7][C:10]([O:12][C:13]1[CH:18]=[CH:17][CH:16]=[CH:15][CH:14]=1)=[O:11], predict the reactants needed to synthesize it. The reactants are: C1(=O)OCCO1.[F-:7].[K+].Cl[C:10]([O:12][C:13]1[CH:18]=[CH:17][CH:16]=[CH:15][CH:14]=1)=[O:11].ClC([O-])=O. (2) Given the product [CH2:1]([O:3][C:4]([C:5]1[C:19]([CH2:20][CH3:21])=[N:26][N:8]([C:9]2[C:14]([CH3:15])=[CH:13][C:12]([CH3:16])=[CH:11][C:10]=2[CH3:17])[C:6]=1[CH3:7])=[O:18])[CH3:2], predict the reactants needed to synthesize it. The reactants are: [CH2:1]([O:3][C:4](=[O:18])/[CH:5]=[C:6](\[NH:8][C:9]1[C:14]([CH3:15])=[CH:13][C:12]([CH3:16])=[CH:11][C:10]=1[CH3:17])/[CH3:7])[CH3:2].[C:19](#[N:26])[C:20]1C=CC=C[CH:21]=1. (3) The reactants are: [CH2:1]([CH:8]([C:11]#[N:12])[C:9]#[N:10])[C:2]1[CH:7]=[CH:6][CH:5]=[CH:4][CH:3]=1.[H-].[Na+].Br[CH2:16][CH2:17][C:18]([F:22])=[C:19]([F:21])[F:20]. Given the product [CH2:1]([C:8]([CH2:16][CH2:17][C:18]([F:22])=[C:19]([F:21])[F:20])([C:9]#[N:10])[C:11]#[N:12])[C:2]1[CH:7]=[CH:6][CH:5]=[CH:4][CH:3]=1, predict the reactants needed to synthesize it. (4) Given the product [N+:1]([C:4]1[C:8]2[CH:9]=[CH:10][CH:11]=[CH:12][C:7]=2[S:6][C:5]=1[S:13]([O-:16])(=[O:14])=[O:15])([O-:3])=[O:2].[Ag+:21], predict the reactants needed to synthesize it. The reactants are: [N+:1]([C:4]1[C:8]2[CH:9]=[CH:10][CH:11]=[CH:12][C:7]=2[S:6][C:5]=1[S:13]([O-:16])(=[O:15])=[O:14])([O-:3])=[O:2].C(=O)([O-])[O-].[Ag+2:21].CCCCCC.C(OCC)(=O)C. (5) Given the product [Cl:3][C:4]1[CH:36]=[CH:35][CH:34]=[C:33]([Cl:37])[C:5]=1[C:6]([NH:8][C@H:9]([C:29]([OH:31])=[O:30])[CH2:10][C:11]1[CH:16]=[CH:15][C:14]([O:17][CH2:18][CH2:19][CH2:20][NH:21][C:22]2[CH:27]=[CH:26][C:25]([CH3:28])=[CH:24][N:23]=2)=[CH:13][CH:12]=1)=[O:7], predict the reactants needed to synthesize it. The reactants are: [Li+].[OH-].[Cl:3][C:4]1[CH:36]=[CH:35][CH:34]=[C:33]([Cl:37])[C:5]=1[C:6]([NH:8][C@H:9]([C:29]([O:31]C)=[O:30])[CH2:10][C:11]1[CH:16]=[CH:15][C:14]([O:17][CH2:18][CH2:19][CH2:20][NH:21][C:22]2[CH:27]=[CH:26][C:25]([CH3:28])=[CH:24][N:23]=2)=[CH:13][CH:12]=1)=[O:7]. (6) Given the product [CH3:1][O:2][C:3](=[O:11])[C:4]1[CH:10]=[CH:9][CH:8]=[CH:7][C:5]=1[NH:6][CH2:17][C:16]1[CH:19]=[CH:20][C:13]([F:12])=[CH:14][CH:15]=1, predict the reactants needed to synthesize it. The reactants are: [CH3:1][O:2][C:3](=[O:11])[C:4]1[C:5](=[CH:7][CH:8]=[CH:9][CH:10]=1)[NH2:6].[F:12][C:13]1[CH:20]=[CH:19][C:16]([CH:17]=O)=[CH:15][CH:14]=1.C(O[BH-](OC(=O)C)OC(=O)C)(=O)C.[Na+].C(=O)(O)[O-].[Na+].